This data is from Full USPTO retrosynthesis dataset with 1.9M reactions from patents (1976-2016). The task is: Predict the reactants needed to synthesize the given product. (1) Given the product [NH2:26][C:21]1[CH:22]=[N:23][C:24]2[C:19]([C:20]=1[NH:29][CH2:30][CH2:31][CH2:32][CH2:33][NH:34][C:35](=[O:41])[O:36][C:37]([CH3:38])([CH3:39])[CH3:40])=[CH:18][CH:17]=[C:16]([Br:15])[CH:25]=2, predict the reactants needed to synthesize it. The reactants are: S(S([O-])=O)([O-])=O.[Na+].[Na+].C(=O)([O-])[O-].[K+].[K+].[Br:15][C:16]1[CH:25]=[C:24]2[C:19]([C:20]([NH:29][CH2:30][CH2:31][CH2:32][CH2:33][NH:34][C:35](=[O:41])[O:36][C:37]([CH3:40])([CH3:39])[CH3:38])=[C:21]([N+:26]([O-])=O)[CH:22]=[N:23]2)=[CH:18][CH:17]=1. (2) Given the product [Cl:1][C:2]1[CH:7]=[CH:6][C:5]([F:8])=[CH:4][N+:3]=1[O-:9], predict the reactants needed to synthesize it. The reactants are: [Cl:1][C:2]1[CH:7]=[CH:6][C:5]([F:8])=[CH:4][N:3]=1.[OH:9]O.